This data is from Forward reaction prediction with 1.9M reactions from USPTO patents (1976-2016). The task is: Predict the product of the given reaction. (1) Given the reactants Cl.[CH:2]1([NH:8][OH:9])[CH2:7][CH2:6][CH2:5][CH2:4][CH2:3]1.[CH:10]([C:12]1[CH:21]=[CH:20][CH:19]=[CH:18][C:13]=1[C:14]([O:16][CH3:17])=[O:15])=O, predict the reaction product. The product is: [CH:2]1([N+:8]([O-:9])=[CH:10][C:12]2[CH:21]=[CH:20][CH:19]=[CH:18][C:13]=2[C:14]([O:16][CH3:17])=[O:15])[CH2:7][CH2:6][CH2:5][CH2:4][CH2:3]1. (2) Given the reactants Cl[CH:2]([C:7]1[CH:8]=[C:9]([C:23]2[N:28]=[C:27]([CH3:29])[N:26]=[C:25]([N:30]([CH2:40][C:41]3[CH:46]=[CH:45][C:44]([O:47][CH3:48])=[CH:43][CH:42]=3)[CH2:31][C:32]3[CH:37]=[CH:36][C:35]([O:38][CH3:39])=[CH:34][CH:33]=3)[N:24]=2)[C:10]([NH:13][C:14]2[CH:15]=[N:16][C:17]([O:21][CH3:22])=[C:18]([F:20])[CH:19]=2)=[N:11][CH:12]=1)[C:3]([F:6])([F:5])[F:4].[C:49]([N:56]1[CH2:61][CH2:60][NH:59][CH2:58][CH2:57]1)([O:51][C:52]([CH3:55])([CH3:54])[CH3:53])=[O:50].C(N(CC)CC)C, predict the reaction product. The product is: [CH3:48][O:47][C:44]1[CH:43]=[CH:42][C:41]([CH2:40][N:30]([CH2:31][C:32]2[CH:33]=[CH:34][C:35]([O:38][CH3:39])=[CH:36][CH:37]=2)[C:25]2[N:26]=[C:27]([CH3:29])[N:28]=[C:23]([C:9]3[CH:8]=[C:7]([CH:2]([N:59]4[CH2:58][CH2:57][N:56]([C:49]([O:51][C:52]([CH3:55])([CH3:54])[CH3:53])=[O:50])[CH2:61][CH2:60]4)[C:3]([F:4])([F:6])[F:5])[CH:12]=[N:11][C:10]=3[NH:13][C:14]3[CH:15]=[N:16][C:17]([O:21][CH3:22])=[C:18]([F:20])[CH:19]=3)[N:24]=2)=[CH:46][CH:45]=1.